Dataset: Full USPTO retrosynthesis dataset with 1.9M reactions from patents (1976-2016). Task: Predict the reactants needed to synthesize the given product. (1) Given the product [CH:1]([NH:4][C:5]([N:7]1[C:15]2[C:10](=[CH:11][C:12]([C:16]([F:18])([F:19])[F:17])=[CH:13][CH:14]=2)[C:9]([NH:20][CH2:21][C:22](=[O:28])[NH:23][CH:24]2[CH2:25][N:26]([CH:40]3[CH2:41][CH2:42][CH:37]([C:34]4[CH:35]=[N:36][C:31]([O:30][CH3:29])=[CH:32][CH:33]=4)[CH2:38][CH2:39]3)[CH2:27]2)=[N:8]1)=[O:6])([CH3:3])[CH3:2], predict the reactants needed to synthesize it. The reactants are: [CH:1]([NH:4][C:5]([N:7]1[C:15]2[C:10](=[CH:11][C:12]([C:16]([F:19])([F:18])[F:17])=[CH:13][CH:14]=2)[C:9]([NH:20][CH2:21][C:22](=[O:28])[NH:23][CH:24]2[CH2:27][NH:26][CH2:25]2)=[N:8]1)=[O:6])([CH3:3])[CH3:2].[CH3:29][O:30][C:31]1[N:36]=[CH:35][C:34]([CH:37]2[CH2:42][CH2:41][C:40](=O)[CH2:39][CH2:38]2)=[CH:33][CH:32]=1. (2) Given the product [C:27]([C:10]1[C:11]2[C:16](=[CH:15][CH:14]=[C:13]([O:19][C:20]3[CH:21]=[CH:22][C:23]([F:26])=[CH:24][CH:25]=3)[CH:12]=2)[C:17]([OH:18])=[C:8]([C:6]([NH:37][CH2:36][C:35]([CH3:39])([CH3:38])[C:34]([OH:40])=[O:33])=[O:7])[N:9]=1)#[N:28], predict the reactants needed to synthesize it. The reactants are: C(O[C:6]([C:8]1[N:9]=[C:10]([C:27]#[N:28])[C:11]2[C:16]([C:17]=1[OH:18])=[CH:15][CH:14]=[C:13]([O:19][C:20]1[CH:25]=[CH:24][C:23]([F:26])=[CH:22][CH:21]=1)[CH:12]=2)=[O:7])CCC.C([O:33][C:34](=[O:40])[C:35]([CH3:39])([CH3:38])[CH2:36][NH2:37])(C)(C)C.Cl.